This data is from HIV replication inhibition screening data with 41,000+ compounds from the AIDS Antiviral Screen. The task is: Binary Classification. Given a drug SMILES string, predict its activity (active/inactive) in a high-throughput screening assay against a specified biological target. (1) The drug is CN(C)C(=S)NN=CC=NNC(=S)N(C)C. The result is 0 (inactive). (2) The compound is O=C(O)C(=Cc1ccc([N+](=O)[O-])cc1)C(=O)O. The result is 0 (inactive). (3) The drug is CN(C)Cc1cc(C=CC(=O)c2ccc(Cl)c(Cl)c2)cc(CN(C)C)c1O.Cl. The result is 0 (inactive). (4) The compound is Cc1ccc(NC(=O)C(=NNC(=O)CC#N)C2C(=N)NN(c3ccccc3)C2=O)cc1C. The result is 0 (inactive). (5) The result is 0 (inactive). The drug is CCOC(=O)C(=NNc1ccc(-n2c(C)nc3ccc(Br)cc3c2=O)cc1)C(C)=O. (6) The drug is COc1ccc(-c2coc3cc(O)ccc3c2=O)c(O)c1OC. The result is 0 (inactive). (7) The molecule is Cn1cncc1CC1COC(=O)C1C(O)c1ccccc1. The result is 0 (inactive).